Dataset: NCI-60 drug combinations with 297,098 pairs across 59 cell lines. Task: Regression. Given two drug SMILES strings and cell line genomic features, predict the synergy score measuring deviation from expected non-interaction effect. (1) Drug 1: CC1C(C(CC(O1)OC2CC(CC3=C2C(=C4C(=C3O)C(=O)C5=C(C4=O)C(=CC=C5)OC)O)(C(=O)CO)O)N)O.Cl. Drug 2: C1=NC2=C(N1)C(=S)N=CN2. Cell line: MDA-MB-435. Synergy scores: CSS=36.0, Synergy_ZIP=-4.76, Synergy_Bliss=1.66, Synergy_Loewe=-13.0, Synergy_HSA=-0.698. (2) Drug 1: CC(C1=C(C=CC(=C1Cl)F)Cl)OC2=C(N=CC(=C2)C3=CN(N=C3)C4CCNCC4)N. Drug 2: C1=CN(C=N1)CC(O)(P(=O)(O)O)P(=O)(O)O. Cell line: CCRF-CEM. Synergy scores: CSS=32.6, Synergy_ZIP=8.22, Synergy_Bliss=10.6, Synergy_Loewe=-21.2, Synergy_HSA=9.23. (3) Synergy scores: CSS=57.6, Synergy_ZIP=2.03, Synergy_Bliss=3.87, Synergy_Loewe=-2.68, Synergy_HSA=6.80. Drug 1: CC(C1=C(C=CC(=C1Cl)F)Cl)OC2=C(N=CC(=C2)C3=CN(N=C3)C4CCNCC4)N. Drug 2: CCC1=CC2CC(C3=C(CN(C2)C1)C4=CC=CC=C4N3)(C5=C(C=C6C(=C5)C78CCN9C7C(C=CC9)(C(C(C8N6C)(C(=O)OC)O)OC(=O)C)CC)OC)C(=O)OC.C(C(C(=O)O)O)(C(=O)O)O. Cell line: SF-295. (4) Drug 1: CCCS(=O)(=O)NC1=C(C(=C(C=C1)F)C(=O)C2=CNC3=C2C=C(C=N3)C4=CC=C(C=C4)Cl)F. Drug 2: C1=NC(=NC(=O)N1C2C(C(C(O2)CO)O)O)N. Cell line: UACC-257. Synergy scores: CSS=50.6, Synergy_ZIP=3.30, Synergy_Bliss=4.28, Synergy_Loewe=-2.49, Synergy_HSA=1.15. (5) Drug 1: C1=CC=C(C=C1)NC(=O)CCCCCCC(=O)NO. Drug 2: C(CCl)NC(=O)N(CCCl)N=O. Cell line: HT29. Synergy scores: CSS=5.82, Synergy_ZIP=-1.13, Synergy_Bliss=0.387, Synergy_Loewe=-14.5, Synergy_HSA=-2.18. (6) Drug 1: CC1=CC2C(CCC3(C2CCC3(C(=O)C)OC(=O)C)C)C4(C1=CC(=O)CC4)C. Drug 2: CN(CC1=CN=C2C(=N1)C(=NC(=N2)N)N)C3=CC=C(C=C3)C(=O)NC(CCC(=O)O)C(=O)O. Cell line: COLO 205. Synergy scores: CSS=25.9, Synergy_ZIP=-2.28, Synergy_Bliss=2.63, Synergy_Loewe=-31.3, Synergy_HSA=0.791. (7) Synergy scores: CSS=-0.0395, Synergy_ZIP=-0.912, Synergy_Bliss=-3.02, Synergy_Loewe=-0.871, Synergy_HSA=-2.78. Drug 1: CC1=C(C(CCC1)(C)C)C=CC(=CC=CC(=CC(=O)O)C)C. Cell line: SNB-19. Drug 2: CS(=O)(=O)OCCCCOS(=O)(=O)C. (8) Drug 1: C1CC(=O)NC(=O)C1N2CC3=C(C2=O)C=CC=C3N. Drug 2: CC(C1=C(C=CC(=C1Cl)F)Cl)OC2=C(N=CC(=C2)C3=CN(N=C3)C4CCNCC4)N. Cell line: SNB-75. Synergy scores: CSS=0.523, Synergy_ZIP=3.07, Synergy_Bliss=-5.15, Synergy_Loewe=-3.85, Synergy_HSA=-4.64. (9) Drug 1: C1CCC(C1)C(CC#N)N2C=C(C=N2)C3=C4C=CNC4=NC=N3. Drug 2: C1=CN(C(=O)N=C1N)C2C(C(C(O2)CO)O)O.Cl. Cell line: MCF7. Synergy scores: CSS=19.0, Synergy_ZIP=-7.08, Synergy_Bliss=-0.239, Synergy_Loewe=-22.9, Synergy_HSA=-0.518. (10) Drug 1: CC1OCC2C(O1)C(C(C(O2)OC3C4COC(=O)C4C(C5=CC6=C(C=C35)OCO6)C7=CC(=C(C(=C7)OC)O)OC)O)O. Drug 2: CC(C)CN1C=NC2=C1C3=CC=CC=C3N=C2N. Cell line: 786-0. Synergy scores: CSS=14.3, Synergy_ZIP=-2.80, Synergy_Bliss=0.425, Synergy_Loewe=-7.23, Synergy_HSA=-0.352.